This data is from Forward reaction prediction with 1.9M reactions from USPTO patents (1976-2016). The task is: Predict the product of the given reaction. The product is: [CH2:24]([Sn:19]([CH2:15][CH2:16][CH2:17][CH3:18])([CH2:20][CH2:21][CH2:22][CH3:23])[C:4]1[S:5][CH:6]=[C:7]2[O:8][CH2:9][CH2:1][O:2][C:3]=12)[CH2:25][CH2:26][CH3:27]. Given the reactants [CH2:1]1[CH2:9][O:8][C:7]2[C:3](=[CH:4][S:5][CH:6]=2)[O:2]1.C([Li])CCC.[CH2:15]([Sn:19](Cl)([CH2:24][CH2:25][CH2:26][CH3:27])[CH2:20][CH2:21][CH2:22][CH3:23])[CH2:16][CH2:17][CH3:18].O, predict the reaction product.